From a dataset of Peptide-MHC class I binding affinity with 185,985 pairs from IEDB/IMGT. Regression. Given a peptide amino acid sequence and an MHC pseudo amino acid sequence, predict their binding affinity value. This is MHC class I binding data. (1) The peptide sequence is NLTEEMAAL. The MHC is HLA-A69:01 with pseudo-sequence HLA-A69:01. The binding affinity (normalized) is 0.0847. (2) The peptide sequence is RSNDTELNY. The MHC is HLA-A02:01 with pseudo-sequence HLA-A02:01. The binding affinity (normalized) is 0.0847.